Dataset: TCR-epitope binding with 47,182 pairs between 192 epitopes and 23,139 TCRs. Task: Binary Classification. Given a T-cell receptor sequence (or CDR3 region) and an epitope sequence, predict whether binding occurs between them. (1) The epitope is RLFRKSNLK. The TCR CDR3 sequence is CASSFTGGPYNEQFF. Result: 0 (the TCR does not bind to the epitope). (2) The epitope is LLSAGIFGA. The TCR CDR3 sequence is CASSLVQFHEQYF. Result: 1 (the TCR binds to the epitope). (3) The epitope is GTHWFVTQR. The TCR CDR3 sequence is CASSPEGGSYEQYF. Result: 0 (the TCR does not bind to the epitope). (4) The epitope is TTLPVNVAF. The TCR CDR3 sequence is CASSQDLLAGTQYF. Result: 0 (the TCR does not bind to the epitope).